Dataset: NCI-60 drug combinations with 297,098 pairs across 59 cell lines. Task: Regression. Given two drug SMILES strings and cell line genomic features, predict the synergy score measuring deviation from expected non-interaction effect. (1) Drug 1: CC1OCC2C(O1)C(C(C(O2)OC3C4COC(=O)C4C(C5=CC6=C(C=C35)OCO6)C7=CC(=C(C(=C7)OC)O)OC)O)O. Drug 2: CC(C)(C#N)C1=CC(=CC(=C1)CN2C=NC=N2)C(C)(C)C#N. Cell line: UACC-257. Synergy scores: CSS=-1.54, Synergy_ZIP=-1.82, Synergy_Bliss=-2.98, Synergy_Loewe=-3.06, Synergy_HSA=-3.46. (2) Drug 1: C1=NC2=C(N=C(N=C2N1C3C(C(C(O3)CO)O)O)F)N. Drug 2: C#CCC(CC1=CN=C2C(=N1)C(=NC(=N2)N)N)C3=CC=C(C=C3)C(=O)NC(CCC(=O)O)C(=O)O. Cell line: CAKI-1. Synergy scores: CSS=33.0, Synergy_ZIP=-6.83, Synergy_Bliss=-8.59, Synergy_Loewe=-10.7, Synergy_HSA=-5.52. (3) Drug 1: C1=CC(=CC=C1CCC2=CNC3=C2C(=O)NC(=N3)N)C(=O)NC(CCC(=O)O)C(=O)O. Drug 2: CC1=C(N=C(N=C1N)C(CC(=O)N)NCC(C(=O)N)N)C(=O)NC(C(C2=CN=CN2)OC3C(C(C(C(O3)CO)O)O)OC4C(C(C(C(O4)CO)O)OC(=O)N)O)C(=O)NC(C)C(C(C)C(=O)NC(C(C)O)C(=O)NCCC5=NC(=CS5)C6=NC(=CS6)C(=O)NCCC[S+](C)C)O. Cell line: SK-MEL-28. Synergy scores: CSS=10.0, Synergy_ZIP=-2.08, Synergy_Bliss=-1.13, Synergy_Loewe=-2.33, Synergy_HSA=-1.68. (4) Drug 1: CC1=CC=C(C=C1)C2=CC(=NN2C3=CC=C(C=C3)S(=O)(=O)N)C(F)(F)F. Drug 2: C(CN)CNCCSP(=O)(O)O. Cell line: SNB-75. Synergy scores: CSS=-0.831, Synergy_ZIP=-0.0704, Synergy_Bliss=-1.45, Synergy_Loewe=-2.06, Synergy_HSA=-1.92. (5) Drug 1: CC1=C2C(C(=O)C3(C(CC4C(C3C(C(C2(C)C)(CC1OC(=O)C(C(C5=CC=CC=C5)NC(=O)C6=CC=CC=C6)O)O)OC(=O)C7=CC=CC=C7)(CO4)OC(=O)C)O)C)OC(=O)C. Drug 2: CC1CCCC2(C(O2)CC(NC(=O)CC(C(C(=O)C(C1O)C)(C)C)O)C(=CC3=CSC(=N3)C)C)C. Cell line: OVCAR-8. Synergy scores: CSS=66.1, Synergy_ZIP=-4.59, Synergy_Bliss=-5.27, Synergy_Loewe=-6.50, Synergy_HSA=-2.09. (6) Drug 1: C1C(C(OC1N2C=C(C(=O)NC2=O)F)CO)O. Drug 2: CCC1(C2=C(COC1=O)C(=O)N3CC4=CC5=C(C=CC(=C5CN(C)C)O)N=C4C3=C2)O.Cl. Cell line: KM12. Synergy scores: CSS=37.7, Synergy_ZIP=-9.45, Synergy_Bliss=-10.4, Synergy_Loewe=-3.88, Synergy_HSA=-1.80.